Dataset: Full USPTO retrosynthesis dataset with 1.9M reactions from patents (1976-2016). Task: Predict the reactants needed to synthesize the given product. (1) Given the product [NH2:1][C:2]1[C:7]([C:8]([NH:10][C:11]2[CH:16]=[CH:15][CH:14]=[C:13]([OH:17])[CH:12]=2)=[O:9])=[C:6]([NH:19][C@H:20]([C:22]2[N:27]([C:28]3[CH:33]=[CH:32][CH:31]=[CH:30][CH:29]=3)[C:26](=[O:34])[C:25]3=[C:35]([CH3:38])[CH:36]=[CH:37][N:24]3[N:23]=2)[CH3:21])[N:5]=[CH:4][N:3]=1, predict the reactants needed to synthesize it. The reactants are: [NH2:1][C:2]1[C:7]([C:8]([NH:10][C:11]2[CH:16]=[CH:15][CH:14]=[C:13]([O:17]C)[CH:12]=2)=[O:9])=[C:6]([NH:19][C@H:20]([C:22]2[N:27]([C:28]3[CH:33]=[CH:32][CH:31]=[CH:30][CH:29]=3)[C:26](=[O:34])[C:25]3=[C:35]([CH3:38])[CH:36]=[CH:37][N:24]3[N:23]=2)[CH3:21])[N:5]=[CH:4][N:3]=1.B(Br)(Br)Br. (2) Given the product [C:10]12([CH2:11][CH2:12][N:7]([C:21]([O:23][C:24]([CH3:27])([CH3:26])[CH3:25])=[O:22])[CH2:8][CH2:9]1)[N:17]([C:2]([O:4][CH2:5][CH3:6])=[O:3])[CH2:16][CH2:15][N:14]1[CH:18]=[CH:19][CH:20]=[C:13]21, predict the reactants needed to synthesize it. The reactants are: Cl[C:2]([O:4][CH2:5][CH3:6])=[O:3].[N:7]1([C:21]([O:23][C:24]([CH3:27])([CH3:26])[CH3:25])=[O:22])[CH2:12][CH2:11][C:10]2([NH:17][CH2:16][CH2:15][N:14]3[CH:18]=[CH:19][CH:20]=[C:13]23)[CH2:9][CH2:8]1.C([O-])([O-])=O.[K+].[K+]. (3) Given the product [ClH:1].[ClH:1].[CH3:2][N:3]([CH2:5][C:6]1[C:14]2[O:13][N:12]=[C:11]([CH2:15][CH2:16][CH:17]3[CH2:18][CH2:19][N:20]([CH2:23][C:24]4[CH:25]=[CH:26][CH:27]=[CH:28][CH:29]=4)[CH2:21][CH2:22]3)[C:10]=2[CH:9]=[CH:8][C:7]=1[O:30][CH2:31][C:32]1[CH:37]=[CH:36][C:35]([F:38])=[CH:34][CH:33]=1)[CH3:4], predict the reactants needed to synthesize it. The reactants are: [ClH:1].[CH3:2][N:3]([CH2:5][C:6]1[C:14]2[O:13][N:12]=[C:11]([CH2:15][CH2:16][CH:17]3[CH2:22][CH2:21][N:20]([CH2:23][C:24]4[CH:29]=[CH:28][CH:27]=[CH:26][CH:25]=4)[CH2:19][CH2:18]3)[C:10]=2[CH:9]=[CH:8][C:7]=1[O:30][CH2:31][C:32]1[CH:37]=[CH:36][C:35]([F:38])=[CH:34][CH:33]=1)[CH3:4]. (4) Given the product [OH:32][CH:25]([CH2:26][N:27]1[CH:31]=[CH:30][N:29]=[N:28]1)[CH2:24][NH:23][C:19]([C:15]1[C:14]([CH3:22])=[C:13](/[CH:12]=[C:5]2\[C:6](=[O:11])[NH:7][C:8]3[C:4]\2=[CH:3][C:2]([Br:1])=[CH:10][CH:9]=3)[NH:17][C:16]=1[CH3:18])=[O:21], predict the reactants needed to synthesize it. The reactants are: [Br:1][C:2]1[CH:3]=[C:4]2[C:8](=[CH:9][CH:10]=1)[NH:7][C:6](=[O:11])[C:5]2=[CH:12][C:13]1[NH:17][C:16]([CH3:18])=[C:15]([C:19]([OH:21])=O)[C:14]=1[CH3:22].[NH2:23][CH2:24][CH:25]([OH:32])[CH2:26][N:27]1[CH:31]=[CH:30][N:29]=[N:28]1.